This data is from Reaction yield outcomes from USPTO patents with 853,638 reactions. The task is: Predict the reaction yield, written as a fraction of the theoretical maximum amount of product (1.0 means a 100% yield; for example, 0.34 means a 34% yield). (1) The product is [Cl:14][C:12]1[S:11][C:9]2[NH:10][C:6]([C:4]([N:15]3[CH2:20][CH2:19][NH:18][CH2:17][CH2:16]3)=[O:5])=[CH:7][C:8]=2[CH:13]=1. No catalyst specified. The reactants are C(O[C:4]([C:6]1[NH:10][C:9]2[S:11][C:12]([Cl:14])=[CH:13][C:8]=2[CH:7]=1)=[O:5])C.[NH:15]1[CH2:20][CH2:19][NH:18][CH2:17][CH2:16]1. The yield is 0.350. (2) The product is [CH2:1]([O:3][C:4](=[O:36])[CH:5]=[CH:6][C:7]1[CH:8]=[CH:9][C:10]([CH2:13][NH:14][C:15]([C:16]2[CH:17]=[CH:18][C:19]3[C:20](=[CH:46][CH:37]=[CH:38][CH:39]=3)[CH:21]=2)=[O:35])=[CH:11][CH:12]=1)[CH3:2]. No catalyst specified. The yield is 0.820. The reactants are [CH2:1]([O:3][C:4](=[O:36])[CH:5]=[CH:6][C:7]1[CH:12]=[CH:11][C:10]([CH2:13][NH:14][C:15](=[O:35])[C:16]2[CH:21]=[CH:20][C:19](N3CCN(CC4C=NC=CC=4)CC3)=[CH:18][CH:17]=2)=[CH:9][CH:8]=1)[CH3:2].[CH:37]1[C:46]2[C:37](=[CH:38][CH:39]=CC=2)[CH:46]=[CH:39][C:38]=1C(O)=O. (3) The reactants are [Br:1][C:2]1[C:10]2[C:5](=[N:6][C:7]([NH:11][CH2:12][CH2:13][CH2:14][CH3:15])=[N:8][CH:9]=2)[NH:4][N:3]=1.[OH:16][C@H:17]1[CH2:22][CH2:21][C@H:20](Cl)[CH2:19][CH2:18]1.C([O-])([O-])=O.[K+].[K+]. The catalyst is CN(C=O)C. The product is [Br:1][C:2]1[C:10]2[C:5](=[N:6][C:7]([NH:11][CH2:12][CH2:13][CH2:14][CH3:15])=[N:8][CH:9]=2)[N:4]([C@H:20]2[CH2:21][CH2:22][C@H:17]([OH:16])[CH2:18][CH2:19]2)[N:3]=1. The yield is 0.820. (4) The reactants are [CH2:1]([O:8][C@@H:9]1[C@@H:21]([O:22][C:23]([O:25][C:26]2[CH:31]=[CH:30][CH:29]=[CH:28][CH:27]=2)=[O:24])[C@:20]([CH3:33])([OH:32])[C@@H:19]([CH2:34][O:35][Si](C(C)(C)C)(C)C)[O:18][C@H:10]1[O:11][CH2:12][CH2:13][Si:14]([CH3:17])([CH3:16])[CH3:15])[C:2]1[CH:7]=[CH:6][CH:5]=[CH:4][CH:3]=1.O.C1(C)C=CC(S(O)(=O)=O)=CC=1. The catalyst is CC#N.O.CCOC(C)=O. The product is [CH2:1]([O:8][C@@H:9]1[C@@H:21]([O:22][C:23]([O:25][C:26]2[CH:31]=[CH:30][CH:29]=[CH:28][CH:27]=2)=[O:24])[C@:20]([CH3:33])([OH:32])[C@@H:19]([CH2:34][OH:35])[O:18][C@H:10]1[O:11][CH2:12][CH2:13][Si:14]([CH3:16])([CH3:17])[CH3:15])[C:2]1[CH:3]=[CH:4][CH:5]=[CH:6][CH:7]=1. The yield is 0.960. (5) The reactants are [NH2:1][CH2:2][C:3]1[CH:8]=[C:7]([CH:9]=[CH2:10])[C:6]([NH:11][S:12]([CH3:15])(=[O:14])=[O:13])=[C:5]([F:16])[CH:4]=1.[C:17]([C:21]1[CH:26]=[CH:25][C:24]([CH:27]=[C:28]([F:32])[C:29](O)=[O:30])=[CH:23][CH:22]=1)([CH3:20])([CH3:19])[CH3:18].CCOC(OC(OCC)=O)=O. The catalyst is CN(C=O)C. The product is [C:17]([C:21]1[CH:22]=[CH:23][C:24]([CH:27]=[C:28]([F:32])[C:29]([NH:1][CH2:2][C:3]2[CH:8]=[C:7]([CH:9]=[CH2:10])[C:6]([NH:11][S:12]([CH3:15])(=[O:14])=[O:13])=[C:5]([F:16])[CH:4]=2)=[O:30])=[CH:25][CH:26]=1)([CH3:20])([CH3:18])[CH3:19]. The yield is 0.480. (6) The product is [F:1][C:2]1[CH:20]=[C:19]([NH2:21])[CH:18]=[CH:17][C:3]=1[N:4]([CH2:11][CH2:12][CH2:13][CH2:14][CH2:15][CH3:16])[CH2:5][CH2:6][CH2:7][CH2:8][CH2:9][CH3:10]. The yield is 0.630. The catalyst is CO.[Pd]. The reactants are [F:1][C:2]1[CH:20]=[C:19]([N+:21]([O-])=O)[CH:18]=[CH:17][C:3]=1[N:4]([CH2:11][CH2:12][CH2:13][CH2:14][CH2:15][CH3:16])[CH2:5][CH2:6][CH2:7][CH2:8][CH2:9][CH3:10]. (7) The reactants are [N:1]1([CH:7]=[CH:8][C:9]([O:11][CH2:12][CH3:13])=[O:10])[CH2:6][CH2:5][CH2:4][CH2:3][CH2:2]1.C(N(CC)CC)C.[F:21][CH:22]([F:26])[C:23](F)=[O:24]. The catalyst is C1(C)C=CC=CC=1. The product is [F:21][CH:22]([F:26])[C:23](=[O:24])[C:8](=[CH:7][N:1]1[CH2:6][CH2:5][CH2:4][CH2:3][CH2:2]1)[C:9]([O:11][CH2:12][CH3:13])=[O:10]. The yield is 0.940. (8) The reactants are [NH2:1][C:2]1[C:3]([O:17][CH3:18])=[C:4]([C:15]#[N:16])[CH:5]=[C:6]([C:9]2[CH:14]=[CH:13][CH:12]=[CH:11][CH:10]=2)[C:7]=1[F:8].[Br:19]N1C(=O)CCC1=O. The catalyst is C(O)(=O)C. The product is [NH2:1][C:2]1[C:3]([O:17][CH3:18])=[C:4]([C:15]#[N:16])[C:5]([Br:19])=[C:6]([C:9]2[CH:14]=[CH:13][CH:12]=[CH:11][CH:10]=2)[C:7]=1[F:8]. The yield is 0.890. (9) The catalyst is C([O-])(O)=O.[Na+]. The product is [N:4]1[CH:3]=[CH:11][N:6]2[CH:7]=[CH:8][CH:9]=[CH:10][C:5]=12. The reactants are ClC[C:3]1[N:4]=[C:5]2[CH:10]=[CH:9][CH:8]=[CH:7][N:6]2[CH:11]=1. The yield is 0.800.